This data is from NCI-60 drug combinations with 297,098 pairs across 59 cell lines. The task is: Regression. Given two drug SMILES strings and cell line genomic features, predict the synergy score measuring deviation from expected non-interaction effect. Drug 1: CC1=C(N=C(N=C1N)C(CC(=O)N)NCC(C(=O)N)N)C(=O)NC(C(C2=CN=CN2)OC3C(C(C(C(O3)CO)O)O)OC4C(C(C(C(O4)CO)O)OC(=O)N)O)C(=O)NC(C)C(C(C)C(=O)NC(C(C)O)C(=O)NCCC5=NC(=CS5)C6=NC(=CS6)C(=O)NCCC[S+](C)C)O. Drug 2: C1=NNC2=C1C(=O)NC=N2. Cell line: A498. Synergy scores: CSS=8.48, Synergy_ZIP=-1.93, Synergy_Bliss=0.525, Synergy_Loewe=-7.48, Synergy_HSA=-1.10.